This data is from Full USPTO retrosynthesis dataset with 1.9M reactions from patents (1976-2016). The task is: Predict the reactants needed to synthesize the given product. (1) Given the product [Br:34][C:35]1[CH:36]=[C:37]([C:41]([N:43]=[C:44]=[S:45])=[O:42])[CH:38]=[CH:39][CH:40]=1.[Br:34][C:35]1[CH:36]=[C:37]([CH:38]=[CH:39][CH:40]=1)[C:41]([NH:43][C:44]([NH:14][C:13]1[CH:15]=[CH:16][C:17]([O:19][C:20]2[C:29]3[C:24](=[CH:25][C:26]([O:32][CH3:33])=[C:27]([O:30][CH3:31])[CH:28]=3)[N:23]=[CH:22][CH:21]=2)=[CH:18][C:12]=1[Cl:11])=[S:45])=[O:42], predict the reactants needed to synthesize it. The reactants are: BrC1C=C(C(Cl)=O)C=CC=1.[Cl:11][C:12]1[CH:18]=[C:17]([O:19][C:20]2[C:29]3[C:24](=[CH:25][C:26]([O:32][CH3:33])=[C:27]([O:30][CH3:31])[CH:28]=3)[N:23]=[CH:22][CH:21]=2)[CH:16]=[CH:15][C:13]=1[NH2:14].[Br:34][C:35]1[CH:36]=[C:37]([C:41]([N:43]=[C:44]=[S:45])=[O:42])[CH:38]=[CH:39][CH:40]=1. (2) Given the product [CH2:24]([N:4]([CH2:1][CH:2]=[CH2:3])[C:5]1[C:10]([NH2:11])=[C:9]([NH:14][CH2:15][C:16]2[CH:21]=[CH:20][CH:19]=[CH:18][CH:17]=2)[C:8]([CH3:22])=[C:7]([CH3:23])[N:6]=1)[CH:25]=[CH2:26], predict the reactants needed to synthesize it. The reactants are: [CH2:1]([N:4]([CH2:24][CH:25]=[CH2:26])[C:5]1[C:10]([N+:11]([O-])=O)=[C:9]([NH:14][CH2:15][C:16]2[CH:21]=[CH:20][CH:19]=[CH:18][CH:17]=2)[C:8]([CH3:22])=[C:7]([CH3:23])[N:6]=1)[CH:2]=[CH2:3].Cl.O.[OH-].[Na+]. (3) The reactants are: [CH3:1][C:2]1([CH3:32])[C:4]2([CH2:7][CH2:6][CH2:5]2)[C@:3]21[CH2:11][C@@H:10]([C:12]([NH:14][C@:15]1([C:20](=[O:31])[NH:21][S:22]([C:25]3([CH2:28][CH2:29][CH3:30])[CH2:27][CH2:26]3)(=[O:24])=[O:23])[CH2:17][C@H:16]1[CH:18]=[CH2:19])=[O:13])[NH:9][CH2:8]2.[C:33]([O:37][C:38]([NH:40][C@@H:41]([C:45]([CH3:48])([CH3:47])[CH3:46])[C:42](O)=[O:43])=[O:39])([CH3:36])([CH3:35])[CH3:34].CN(C(ON1N=NC2C=CC=NC1=2)=[N+](C)C)C.F[P-](F)(F)(F)(F)F.CCN(C(C)C)C(C)C. Given the product [CH3:32][C:2]1([CH3:1])[C:4]2([CH2:5][CH2:6][CH2:7]2)[C@:3]21[CH2:11][C@@H:10]([C:12](=[O:13])[NH:14][C@:15]1([C:20](=[O:31])[NH:21][S:22]([C:25]3([CH2:28][CH2:29][CH3:30])[CH2:26][CH2:27]3)(=[O:24])=[O:23])[CH2:17][C@H:16]1[CH:18]=[CH2:19])[N:9]([C:42]([C@@H:41]([NH:40][C:38](=[O:39])[O:37][C:33]([CH3:36])([CH3:35])[CH3:34])[C:45]([CH3:48])([CH3:47])[CH3:46])=[O:43])[CH2:8]2, predict the reactants needed to synthesize it. (4) Given the product [I:8][C:7]1[CH:6]=[CH:5][C:4]([C:9]([N:11]2[CH2:12][CH2:13][O:14][CH2:15][CH2:16]2)=[O:10])=[CH:3][C:2]=1[O:1][CH2:29][C:30]([F:33])([F:32])[F:31], predict the reactants needed to synthesize it. The reactants are: [OH:1][C:2]1[CH:3]=[C:4]([C:9]([N:11]2[CH2:16][CH2:15][O:14][CH2:13][CH2:12]2)=[O:10])[CH:5]=[CH:6][C:7]=1[I:8].C(=O)([O-])[O-].[K+].[K+].FC(F)(F)S(O[CH2:29][C:30]([F:33])([F:32])[F:31])(=O)=O. (5) Given the product [O:10]=[S:9]1(=[O:11])[C:5]2[CH:4]=[CH:3][C:2]([C:19]3[C:18]4[C:22](=[CH:23][C:15]([F:14])=[CH:16][CH:17]=4)[N:21]([C:24]([O:26][C:27]([CH3:30])([CH3:29])[CH3:28])=[O:25])[CH:20]=3)=[CH:13][C:6]=2[C:7](=[O:12])[NH:8]1, predict the reactants needed to synthesize it. The reactants are: Br[C:2]1[CH:3]=[CH:4][C:5]2[S:9](=[O:11])(=[O:10])[NH:8][C:7](=[O:12])[C:6]=2[CH:13]=1.[F:14][C:15]1[CH:23]=[C:22]2[C:18]([C:19](B3OC(C)(C)C(C)(C)O3)=[CH:20][N:21]2[C:24]([O:26][C:27]([CH3:30])([CH3:29])[CH3:28])=[O:25])=[CH:17][CH:16]=1.C([O-])([O-])=O.[K+].[K+]. (6) Given the product [CH3:23][S:24]([C:27]1[CH:32]=[CH:31][C:30]([C:2]2[CH:3]=[CH:4][C:5]([O:8][CH2:9][CH:10]3[CH2:15][CH2:14][N:13]([C:16]([O:18][C:19]([CH3:22])([CH3:21])[CH3:20])=[O:17])[CH2:12][CH2:11]3)=[N:6][CH:7]=2)=[CH:29][CH:28]=1)(=[O:26])=[O:25], predict the reactants needed to synthesize it. The reactants are: Br[C:2]1[CH:3]=[CH:4][C:5]([O:8][CH2:9][CH:10]2[CH2:15][CH2:14][N:13]([C:16]([O:18][C:19]([CH3:22])([CH3:21])[CH3:20])=[O:17])[CH2:12][CH2:11]2)=[N:6][CH:7]=1.[CH3:23][S:24]([C:27]1[CH:32]=[CH:31][C:30](B(O)O)=[CH:29][CH:28]=1)(=[O:26])=[O:25].C(=O)([O-])[O-].[K+].[K+].O1CCOCC1.